Dataset: Forward reaction prediction with 1.9M reactions from USPTO patents (1976-2016). Task: Predict the product of the given reaction. Given the reactants [F:1][C:2]1[CH:7]=[CH:6][C:5]([C:8]2[CH:13]=[CH:12][CH:11]=[C:10]([S:14](Cl)(=[O:16])=[O:15])[CH:9]=2)=[CH:4][CH:3]=1.[CH3:18][C:19]1[CH:25]=[C:24]([N+:26]([O-:28])=[O:27])[CH:23]=[CH:22][C:20]=1[NH2:21].N1C=CC=CC=1, predict the reaction product. The product is: [CH3:18][C:19]1[CH:25]=[C:24]([N+:26]([O-:28])=[O:27])[CH:23]=[CH:22][C:20]=1[NH:21][S:14]([C:10]1[CH:9]=[C:8]([C:5]2[CH:6]=[CH:7][C:2]([F:1])=[CH:3][CH:4]=2)[CH:13]=[CH:12][CH:11]=1)(=[O:16])=[O:15].